From a dataset of Forward reaction prediction with 1.9M reactions from USPTO patents (1976-2016). Predict the product of the given reaction. (1) Given the reactants [NH2:1][C:2]1[C:7]([C:8]([C:10]2[CH:15]=[C:14]([F:16])[CH:13]=[CH:12][C:11]=2[C:17]([F:20])([F:19])[F:18])=[O:9])=[CH:6][N:5]=[C:4](S(CC)=O)[N:3]=1.FC(F)(F)C(O)=O.[CH3:32][S:33]([N:36]1[CH2:41][CH2:40][CH:39]([NH2:42])[CH2:38][CH2:37]1)(=[O:35])=[O:34], predict the reaction product. The product is: [NH2:1][C:2]1[C:7]([C:8]([C:10]2[CH:15]=[C:14]([F:16])[CH:13]=[CH:12][C:11]=2[C:17]([F:19])([F:18])[F:20])=[O:9])=[CH:6][N:5]=[C:4]([NH:42][CH:39]2[CH2:40][CH2:41][N:36]([S:33]([CH3:32])(=[O:35])=[O:34])[CH2:37][CH2:38]2)[N:3]=1. (2) Given the reactants [CH3:1][O:2][C:3](=[O:24])[CH2:4][O:5][C:6]1[CH:11]=[C:10]([CH:12]2[CH2:14][CH2:13]2)[C:9]([O:15][Si](C(C)(C)C)(C)C)=[CH:8][C:7]=1[CH3:23].CCCC[N+](CCCC)(CCCC)CCCC.[F-].Cl, predict the reaction product. The product is: [CH3:1][O:2][C:3](=[O:24])[CH2:4][O:5][C:6]1[CH:11]=[C:10]([CH:12]2[CH2:13][CH2:14]2)[C:9]([OH:15])=[CH:8][C:7]=1[CH3:23].